Dataset: Reaction yield outcomes from USPTO patents with 853,638 reactions. Task: Predict the reaction yield, written as a fraction of the theoretical maximum amount of product (1.0 means a 100% yield; for example, 0.34 means a 34% yield). (1) The reactants are C([NH:5][S:6]([C:9]1[S:10][C:11]([C:14]2[CH:19]=[C:18]([C:20]3[N:25]=[C:24]([CH:26]([F:28])[F:27])[CH:23]=[C:22]([C:29]4[CH:34]=[CH:33][C:32]([C:35]([F:38])([F:37])[F:36])=[CH:31][CH:30]=4)[N:21]=3)[CH:17]=[CH:16][N:15]=2)=[CH:12][CH:13]=1)(=[O:8])=[O:7])(C)(C)C.C(O)(C(F)(F)F)=O. The catalyst is ClCCl. The product is [F:28][CH:26]([F:27])[C:24]1[CH:23]=[C:22]([C:29]2[CH:30]=[CH:31][C:32]([C:35]([F:36])([F:37])[F:38])=[CH:33][CH:34]=2)[N:21]=[C:20]([C:18]2[CH:17]=[CH:16][N:15]=[C:14]([C:11]3[S:10][C:9]([S:6]([NH2:5])(=[O:7])=[O:8])=[CH:13][CH:12]=3)[CH:19]=2)[N:25]=1. The yield is 0.200. (2) The catalyst is C1(C)C=CC=CC=1. The yield is 0.830. The product is [F:21][C:4]1[N:3]=[C:2]2[S:31][C:9]([C:11]3[CH:12]=[C:13]4[CH:19]=[CH:18][N:17]([CH3:20])[C:14]4=[N:15][CH:16]=3)=[N:8][C:7]2=[CH:6][CH:5]=1. The reactants are F[C:2]1[C:7]([NH:8][C:9]([C:11]2[CH:12]=[C:13]3[CH:19]=[CH:18][N:17]([CH3:20])[C:14]3=[N:15][CH:16]=2)=O)=[CH:6][CH:5]=[C:4]([F:21])[N:3]=1.COC1C=CC(P2(SP(C3C=CC(OC)=CC=3)(=S)S2)=[S:31])=CC=1. (3) The reactants are [CH3:1][N:2]1[CH:6]=[CH:5][CH:4]=[CH:3]1.CN(CCN(C)C)C.[Li]CCCC.[Sn](Cl)(C)(C)C.Br[C:26]1[CH:27]=[C:28]([CH:31]=[CH:32][CH:33]=1)[CH:29]=[O:30].[F-].[K+]. The catalyst is CCOCC.C1COCC1.Cl[Pd](Cl)([P](C1C=CC=CC=1)(C1C=CC=CC=1)C1C=CC=CC=1)[P](C1C=CC=CC=1)(C1C=CC=CC=1)C1C=CC=CC=1.C(OCC)(=O)C.O1CCOCC1. The product is [CH3:1][N:2]1[CH:6]=[CH:5][CH:4]=[C:3]1[C:26]1[CH:27]=[C:28]([CH:31]=[CH:32][CH:33]=1)[CH:29]=[O:30]. The yield is 0.240. (4) The reactants are C([N:4](C(C)C)CC)(C)C.[CH2:10]([O:17][C:18](=[O:31])[CH:19]([C:24]1[CH:29]=[CH:28][C:27]([Br:30])=[CH:26][CH:25]=1)[CH2:20][C:21](O)=[O:22])[C:11]1[CH:16]=[CH:15][CH:14]=[CH:13][CH:12]=1.[Cl-].[NH4+].CN(C(ON1N=NC2C=CC=NC1=2)=[N+](C)C)C.F[P-](F)(F)(F)(F)F. The catalyst is CN(C)C=O. The product is [NH2:4][C:21](=[O:22])[CH2:20][CH:19]([C:24]1[CH:29]=[CH:28][C:27]([Br:30])=[CH:26][CH:25]=1)[C:18]([O:17][CH2:10][C:11]1[CH:16]=[CH:15][CH:14]=[CH:13][CH:12]=1)=[O:31]. The yield is 0.850. (5) The reactants are Cl[CH2:2][C:3]1[N:4]=[C:5]([NH:8][C:9](=[O:33])[C:10]2[CH:15]=[C:14]([O:16][C:17]3[CH:22]=[CH:21][C:20]([S:23]([CH3:26])(=[O:25])=[O:24])=[CH:19][CH:18]=3)[CH:13]=[C:12]([O:27][C@@H:28]([CH3:32])[CH2:29][O:30][CH3:31])[CH:11]=2)[S:6][CH:7]=1.[CH3:34][O-:35].[Na+]. The catalyst is CO. The product is [CH3:31][O:30][CH2:29][C@@H:28]([O:27][C:12]1[CH:11]=[C:10]([CH:15]=[C:14]([O:16][C:17]2[CH:22]=[CH:21][C:20]([S:23]([CH3:26])(=[O:25])=[O:24])=[CH:19][CH:18]=2)[CH:13]=1)[C:9]([NH:8][C:5]1[S:6][CH:7]=[C:3]([CH2:2][O:35][CH3:34])[N:4]=1)=[O:33])[CH3:32]. The yield is 0.260.